This data is from Forward reaction prediction with 1.9M reactions from USPTO patents (1976-2016). The task is: Predict the product of the given reaction. (1) The product is: [Cl:1][C:2]1[C:3]([N:10]2[CH2:15][CH2:14][C@@H:13]([O:16][C:17]3[CH:18]=[CH:19][C:20]([N:23]4[C@@H:27]([CH2:28][C:29]([O:31][CH3:39])=[O:30])[C@H:26]([CH3:32])[C:25]([C:33]([F:36])([F:34])[F:35])=[N:24]4)=[CH:21][CH:22]=3)[C@H:12]([CH3:37])[CH2:11]2)=[CH:4][C:5]([O:8][CH3:9])=[N:6][CH:7]=1. Given the reactants [Cl:1][C:2]1[C:3]([N:10]2[CH2:15][CH2:14][C@@H:13]([O:16][C:17]3[CH:22]=[CH:21][C:20]([N:23]4[C@@H:27]([CH2:28][C:29]([O-:31])=[O:30])[C@H:26]([CH3:32])[C:25]([C:33]([F:36])([F:35])[F:34])=[N:24]4)=[CH:19][CH:18]=3)[C@H:12]([CH3:37])[CH2:11]2)=[CH:4][C:5]([O:8][CH3:9])=[N:6][CH:7]=1.O[C:39]1C=CC(N2[C@@H](CC(OC)=O)[C@H](C)C(C(F)(F)F)=N2)=CC=1.ClC1C(N2CC[C@H](O)[C@H](C)C2)=CC(OC)=NC=1.C(P(CCCC)CCCC)CCC.N(/C(N1CCCCC1)=O)=N\C(N1CCCCC1)=O, predict the reaction product. (2) Given the reactants S(Cl)([Cl:3])=O.[CH2:5]([C:7]1[CH:12]=[CH:11][C:10]([S:13]([CH2:16][CH2:17]O)(=[O:15])=[O:14])=[CH:9][CH:8]=1)[CH3:6].N1C=CC=CC=1, predict the reaction product. The product is: [Cl:3][CH2:17][CH2:16][S:13]([C:10]1[CH:11]=[CH:12][C:7]([CH2:5][CH3:6])=[CH:8][CH:9]=1)(=[O:15])=[O:14].